From a dataset of Full USPTO retrosynthesis dataset with 1.9M reactions from patents (1976-2016). Predict the reactants needed to synthesize the given product. (1) Given the product [C:23]([Si:26]([CH3:28])([CH3:27])[O:14][CH:12]1[CH2:11][N:10]([C:7]2[CH:6]=[CH:5][C:4]([N+:1]([O-:3])=[O:2])=[N:9][CH:8]=2)[CH2:13]1)([CH3:25])([CH3:24])[CH3:22], predict the reactants needed to synthesize it. The reactants are: [N+:1]([C:4]1[N:9]=[CH:8][C:7]([N:10]2[CH2:13][CH:12]([OH:14])[CH2:11]2)=[CH:6][CH:5]=1)([O-:3])=[O:2].CCN(CC)CC.[CH3:22][C:23]([Si:26](Cl)([CH3:28])[CH3:27])([CH3:25])[CH3:24].CCOC(C)=O.C([O-])(O)=O.[Na+]. (2) Given the product [C:43]([O:42][CH2:41][C:38]1[S:37][N:36]=[C:35]([Cl:34])[C:39]=1[Cl:40])(=[S:45])[CH3:44], predict the reactants needed to synthesize it. The reactants are: C1(P(C2C=CC=CC=2)C2C=CC=CC=2)C=CC=CC=1.N(C(OC(C)C)=O)=NC(OC(C)C)=O.[Cl:34][C:35]1[C:39]([Cl:40])=[C:38]([CH2:41][OH:42])[S:37][N:36]=1.[C:43](O)(=[S:45])[CH3:44]. (3) Given the product [CH3:7][O:8][C:9]1[N:14]=[CH:13][C:12]([N:15]2[C:19]([C:20]3[CH:25]=[CH:24][CH:23]=[CH:22][N:21]=3)=[CH:18][C:17]([C:26]([N:28]3[CH2:33][CH2:32][CH2:31][CH2:30][N:29]3[C:6]([NH2:5])=[O:35])=[O:27])=[N:16]2)=[CH:11][CH:10]=1, predict the reactants needed to synthesize it. The reactants are: C[Si]([N+:5]#[C-:6])(C)C.[CH3:7][O:8][C:9]1[N:14]=[CH:13][C:12]([N:15]2[C:19]([C:20]3[CH:25]=[CH:24][CH:23]=[CH:22][N:21]=3)=[CH:18][C:17]([C:26]([N:28]3[CH2:33][CH2:32][CH2:31][CH2:30][NH:29]3)=[O:27])=[N:16]2)=[CH:11][CH:10]=1.C[OH:35]. (4) Given the product [Cl:1][C:2]1[CH:3]=[CH:4][C:5]([CH:11]=[O:12])=[C:6]([NH:8][CH:9]=[O:10])[CH:7]=1, predict the reactants needed to synthesize it. The reactants are: [Cl:1][C:2]1[CH:3]=[CH:4][C:5]([CH2:11][OH:12])=[C:6]([NH:8][CH:9]=[O:10])[CH:7]=1.[Cr](O[Cr]([O-])(=O)=O)([O-])(=O)=O.[NH+]1C=CC=CC=1.[NH+]1C=CC=CC=1. (5) The reactants are: [C:1]1(=[O:8])[O:7][C:5](=[O:6])[CH2:4][CH2:3][CH2:2]1.[C:9]([C:11]1[CH:12]=[C:13]([CH:15]=[CH:16][CH:17]=1)[NH2:14])#[CH:10]. Given the product [C:9]([C:11]1[CH:12]=[C:13]([NH:14][C:5]([CH2:4][CH2:3][CH2:2][C:1]([OH:7])=[O:8])=[O:6])[CH:15]=[CH:16][CH:17]=1)#[CH:10], predict the reactants needed to synthesize it. (6) Given the product [C:34]([O:38][C:39]([N:41]1[CH2:45][C@H:44]([O:46][C:47]2[C:56]3[C:51](=[CH:52][C:53]([O:57][CH3:58])=[CH:54][CH:55]=3)[N:50]=[C:49]([C:59]3[N:60]=[C:61]([CH:98]([CH3:100])[CH3:99])[S:62][CH:63]=3)[CH:48]=2)[CH2:43][C@H:42]1[C:68](=[O:70])[NH:29][C@:24]1([C:22]([NH:21][S:20]([C:15]2[CH:16]=[CH:17][CH:18]=[CH:19][C:14]=2[NH:13][C:12](=[O:32])[CH2:11][CH2:10][CH2:9][CH2:8][CH2:7][CH2:6][CH2:5][C:4]([O:78][CH3:74])=[O:108])(=[O:31])=[O:30])=[O:23])[CH2:26][C@H:25]1[CH:27]=[CH2:28])=[O:40])([CH3:37])([CH3:36])[CH3:35], predict the reactants needed to synthesize it. The reactants are: COC(=O)[CH2:4][CH2:5][CH2:6][CH2:7][CH2:8][CH2:9][CH2:10][CH2:11][C:12](=[O:32])[NH:13][C:14]1[CH:19]=[CH:18][CH:17]=[CH:16][C:15]=1[S:20](=[O:31])(=[O:30])[NH:21][C:22]([C@@:24]1([NH2:29])[CH2:26][C@H:25]1[CH:27]=[CH2:28])=[O:23].[C:34]([O:38][C:39]([N:41]1[CH2:45][C@H:44]([O:46][C:47]2[C:56]3[C:51](=[CH:52][C:53]([O:57][CH3:58])=[CH:54][CH:55]=3)[N:50]=[C:49]([C:59]3[N:60]=[C:61](NC(C)C)[S:62][CH:63]=3)[CH:48]=2)[CH2:43][C@H:42]1[C:68]([OH:70])=O)=[O:40])([CH3:37])([CH3:36])[CH3:35].CN([C:74]([O:78]N1N=NC2C=CC=NC1=2)=[N+](C)C)C.F[P-](F)(F)(F)(F)F.CCN(C(C)C)[CH:98]([CH3:100])[CH3:99].CN(C=[O:108])C. (7) Given the product [Br:27][C:24]1[N:23]=[CH:22][C:21]([CH2:20][C@H:19]([NH:28][C:29]([C@@H:31]2[CH2:36][CH2:35][CH2:34][CH2:33][N:32]2[C:37]([O:39][C:40]([CH3:43])([CH3:42])[CH3:41])=[O:38])=[O:30])[C:18]#[N:17])=[CH:26][CH:25]=1, predict the reactants needed to synthesize it. The reactants are: C(N(CC)CC)C.ClS(NC(=O)OC)(=O)=O.[NH2:17][C:18](=O)[C@@H:19]([NH:28][C:29]([C@@H:31]1[CH2:36][CH2:35][CH2:34][CH2:33][N:32]1[C:37]([O:39][C:40]([CH3:43])([CH3:42])[CH3:41])=[O:38])=[O:30])[CH2:20][C:21]1[CH:22]=[N:23][C:24]([Br:27])=[CH:25][CH:26]=1.